From a dataset of Full USPTO retrosynthesis dataset with 1.9M reactions from patents (1976-2016). Predict the reactants needed to synthesize the given product. (1) Given the product [NH2:1][C:2]1[NH:7][C:6]2=[N:8][CH:9]=[C:10]([CH:11]=[O:15])[C:5]2=[C:4]([NH2:13])[N:3]=1, predict the reactants needed to synthesize it. The reactants are: [NH2:1][C:2]1[NH:7][C:6]2=[N:8][CH:9]=[C:10]([C:11]#N)[C:5]2=[C:4]([NH2:13])[N:3]=1.C(O)=[O:15]. (2) Given the product [CH2:1]([N:3]1[C:15]2[CH:14]=[CH:13][C:12]([CH2:16][N:32]3[CH2:33][CH2:34][CH:29]([C:24]4[CH:25]=[CH:26][CH:27]=[CH:28][C:23]=4[NH:22][C:20](=[O:21])[CH:19]([CH3:35])[CH3:18])[CH2:30][CH2:31]3)=[CH:11][C:10]=2[C:9]2[C:4]1=[CH:5][CH:6]=[CH:7][CH:8]=2)[CH3:2], predict the reactants needed to synthesize it. The reactants are: [CH2:1]([N:3]1[C:15]2[CH:14]=[CH:13][C:12]([CH:16]=O)=[CH:11][C:10]=2[C:9]2[C:4]1=[CH:5][CH:6]=[CH:7][CH:8]=2)[CH3:2].[CH3:18][CH:19]([CH3:35])[C:20]([NH:22][C:23]1[CH:28]=[CH:27][CH:26]=[CH:25][C:24]=1[CH:29]1[CH2:34][CH2:33][NH:32][CH2:31][CH2:30]1)=[O:21]. (3) Given the product [CH3:11][O:12][CH:13]=[C:5]1[C:6](=[O:8])[O:7][C:2]([CH3:10])([CH3:1])[O:3][C:4]1=[O:9], predict the reactants needed to synthesize it. The reactants are: [CH3:1][C:2]1([CH3:10])[O:7][C:6](=[O:8])[CH2:5][C:4](=[O:9])[O:3]1.[CH:11](OC)(OC)[O:12][CH3:13].